This data is from Catalyst prediction with 721,799 reactions and 888 catalyst types from USPTO. The task is: Predict which catalyst facilitates the given reaction. (1) Reactant: [OH-].[Na+].[CH3:3][C:4]1[N:5]=[C:6]2[CH:11]=[N:10][CH:9]=[CH:8][N:7]2[C:12]=1[C:13]([O:15]CC)=[O:14].Cl. Product: [CH3:3][C:4]1[N:5]=[C:6]2[CH:11]=[N:10][CH:9]=[CH:8][N:7]2[C:12]=1[C:13]([OH:15])=[O:14]. The catalyst class is: 6. (2) Reactant: [F:1][C:2]1[CH:7]=[CH:6][C:5]([NH:8]C(=O)OC(C)(C)C)=[CH:4][C:3]=1[C@:16]1([CH3:27])[C:21]([F:23])([F:22])[CH2:20][C@:19]([F:25])([CH3:24])[C:18](=[S:26])[NH:17]1.C(O)(C(F)(F)F)=O. Product: [NH2:8][C:5]1[CH:6]=[CH:7][C:2]([F:1])=[C:3]([C@@:16]2([CH3:27])[NH:17][C:18](=[S:26])[C@@:19]([F:25])([CH3:24])[CH2:20][C:21]2([F:23])[F:22])[CH:4]=1. The catalyst class is: 426. (3) The catalyst class is: 19. Reactant: [O:1]1[C:5]2([CH2:10][CH2:9][C:8]([C:11]3[S:12][CH:13]=[CH:14][N:15]=3)=[CH:7][CH2:6]2)[O:4][CH2:3][CH2:2]1. Product: [O:4]1[C:5]2([CH2:10][CH2:9][CH:8]([C:11]3[S:12][CH:13]=[CH:14][N:15]=3)[CH2:7][CH2:6]2)[O:1][CH2:2][CH2:3]1. (4) Reactant: [C:1]([O:5][C:6]([NH:8][C:9]1[CH:14]=[CH:13][C:12]([C@H:15]([NH:18]C(=O)OCC2C=CC=CC=2)[CH2:16][OH:17])=[CH:11][CH:10]=1)=[O:7])([CH3:4])([CH3:3])[CH3:2]. Product: [NH2:18][C@@H:15]([C:12]1[CH:11]=[CH:10][C:9]([NH:8][C:6](=[O:7])[O:5][C:1]([CH3:3])([CH3:2])[CH3:4])=[CH:14][CH:13]=1)[CH2:16][OH:17]. The catalyst class is: 63. (5) Reactant: [F:1][C:2]1[CH:27]=[CH:26][CH:25]=[C:24]([F:28])[C:3]=1[C:4]([N:6]1[C:11](=[O:12])[N:10]([C:13]2[CH:18]=[CH:17][C:16]([S:19][CH:20]([F:22])[F:21])=[CH:15][C:14]=2[F:23])[CH2:9][O:8][CH2:7]1)=[O:5].C1C=C(Cl)C=C(C(OO)=[O:37])C=1. Product: [F:1][C:2]1[CH:27]=[CH:26][CH:25]=[C:24]([F:28])[C:3]=1[C:4]([N:6]1[C:11](=[O:12])[N:10]([C:13]2[CH:18]=[CH:17][C:16]([S:19]([CH:20]([F:22])[F:21])=[O:37])=[CH:15][C:14]=2[F:23])[CH2:9][O:8][CH2:7]1)=[O:5]. The catalyst class is: 22. (6) Reactant: O([BH-](OC(C)=O)OC(C)=O)C(C)=O.[Na+].[Cl:15][C:16]1[N:21]=[CH:20][N:19]=[C:18]([NH2:22])[CH:17]=1.[CH:23]1([O:28][C:29]2[CH:30]=[C:31]([CH:34]=[CH:35][C:36]=2[O:37][CH3:38])[CH:32]=O)[CH2:27][CH2:26][CH2:25][CH2:24]1.CC(O)=O. Product: [Cl:15][C:16]1[N:21]=[CH:20][N:19]=[C:18]([NH:22][CH2:32][C:31]2[CH:34]=[CH:35][C:36]([O:37][CH3:38])=[C:29]([O:28][CH:23]3[CH2:27][CH2:26][CH2:25][CH2:24]3)[CH:30]=2)[CH:17]=1. The catalyst class is: 26.